From a dataset of Reaction yield outcomes from USPTO patents with 853,638 reactions. Predict the reaction yield, written as a fraction of the theoretical maximum amount of product (1.0 means a 100% yield; for example, 0.34 means a 34% yield). (1) The reactants are [CH:1]1([C:4]2[C:5]([C:18]3[C:26]4[C:21](=[CH:22][CH:23]=[CH:24][CH:25]=4)[N:20]([S:27]([C:30]4[CH:35]=[CH:34][CH:33]=[CH:32][CH:31]=4)(=[O:29])=[O:28])[CH:19]=3)=[N:6][C:7]([NH:10][C@@H:11]3[CH2:16][CH2:15][CH2:14][C@H:13]([NH2:17])[CH2:12]3)=[N:8][CH:9]=2)[CH2:3][CH2:2]1.[C:36]([O:40][C:41]([NH:43][C:44]1[CH:52]=[CH:51][C:47]([C:48](O)=[O:49])=[CH:46][CH:45]=1)=[O:42])([CH3:39])([CH3:38])[CH3:37].CN(C(ON1N=NC2C=CC=CC1=2)=[N+](C)C)C.F[P-](F)(F)(F)(F)F.CCN(C(C)C)C(C)C. The catalyst is CN(C=O)C.CCOC(C)=O.C([O-])(O)=O.[Na+]. The product is [CH:1]1([C:4]2[C:5]([C:18]3[C:26]4[C:21](=[CH:22][CH:23]=[CH:24][CH:25]=4)[N:20]([S:27]([C:30]4[CH:35]=[CH:34][CH:33]=[CH:32][CH:31]=4)(=[O:28])=[O:29])[CH:19]=3)=[N:6][C:7]([NH:10][C@@H:11]3[CH2:16][CH2:15][CH2:14][C@H:13]([NH:17][C:48]([C:47]4[CH:46]=[CH:45][C:44]([NH:43][C:41](=[O:42])[O:40][C:36]([CH3:38])([CH3:37])[CH3:39])=[CH:52][CH:51]=4)=[O:49])[CH2:12]3)=[N:8][CH:9]=2)[CH2:2][CH2:3]1. The yield is 1.00. (2) The reactants are [CH2:1]([CH2:3][NH2:4])[OH:2].[Cl:5][C:6]1[CH:7]=[C:8]([C@@H:13]2[CH2:15][O:14]2)[CH:9]=[CH:10][C:11]=1[Cl:12]. The catalyst is C(O)(C)C. The product is [Cl:5][C:6]1[CH:7]=[C:8]([C@@H:13]([OH:14])[CH2:15][NH:4][CH2:3][CH2:1][OH:2])[CH:9]=[CH:10][C:11]=1[Cl:12]. The yield is 1.00.